Dataset: Catalyst prediction with 721,799 reactions and 888 catalyst types from USPTO. Task: Predict which catalyst facilitates the given reaction. (1) Reactant: [C:1]1([C:7]2[CH:8]=[C:9]([CH2:16][O:17][C:18]3[CH:27]=[CH:26][C:21]4[NH:22][CH2:23][CH2:24][O:25][C:20]=4[CH:19]=3)[S:10][C:11]=2[C:12]([F:15])([F:14])[F:13])[CH:6]=[CH:5][CH:4]=[CH:3][CH:2]=1.[ClH:28].O1CCOCC1. Product: [ClH:28].[C:1]1([C:7]2[CH:8]=[C:9]([CH2:16][O:17][C:18]3[CH:27]=[CH:26][C:21]4[NH:22][CH2:23][CH2:24][O:25][C:20]=4[CH:19]=3)[S:10][C:11]=2[C:12]([F:15])([F:13])[F:14])[CH:2]=[CH:3][CH:4]=[CH:5][CH:6]=1. The catalyst class is: 12. (2) Reactant: C(OC([N:8]1[CH2:13][CH2:12][C:11]([C:15]2[CH:20]=[CH:19][C:18]([Cl:21])=[CH:17][C:16]=2[Cl:22])([OH:14])[CH2:10][CH2:9]1)=O)(C)(C)C.FC(F)(F)C(O)=O. Product: [Cl:22][C:16]1[CH:17]=[C:18]([Cl:21])[CH:19]=[CH:20][C:15]=1[C:11]1([OH:14])[CH2:10][CH2:9][NH:8][CH2:13][CH2:12]1. The catalyst class is: 4. (3) Reactant: [CH3:1][O:2][C:3]([C:5]1[C:9]([CH:10]([CH3:12])[CH3:11])=[C:8]([C:13]([O:15]CC2C=CC=CC=2)=[O:14])[N:7]([C:23]2[CH:28]=[CH:27][C:26]([F:29])=[CH:25][CH:24]=2)[N:6]=1)=[O:4]. Product: [CH3:1][O:2][C:3]([C:5]1[C:9]([CH:10]([CH3:12])[CH3:11])=[C:8]([C:13]([OH:15])=[O:14])[N:7]([C:23]2[CH:28]=[CH:27][C:26]([F:29])=[CH:25][CH:24]=2)[N:6]=1)=[O:4]. The catalyst class is: 19. (4) Reactant: C([O:3][C:4](=[O:36])[C@@H:5]([O:34][CH3:35])[CH2:6][C:7]1[CH:12]=[CH:11][C:10]([O:13][CH2:14][CH2:15][CH2:16][O:17][C:18]2[CH:23]=[CH:22][C:21]([O:24][C:25]3[CH:30]=[CH:29][CH:28]=[CH:27][CH:26]=3)=[CH:20][CH:19]=2)=[C:9]([CH2:31][CH:32]=[CH2:33])[CH:8]=1)C. Product: [CH3:35][O:34][C@@H:5]([CH2:6][C:7]1[CH:12]=[CH:11][C:10]([O:13][CH2:14][CH2:15][CH2:16][O:17][C:18]2[CH:19]=[CH:20][C:21]([O:24][C:25]3[CH:26]=[CH:27][CH:28]=[CH:29][CH:30]=3)=[CH:22][CH:23]=2)=[C:9]([CH2:31][CH2:32][CH3:33])[CH:8]=1)[C:4]([OH:36])=[O:3]. The catalyst class is: 8. (5) Reactant: C(OC(=O)[CH:5]([C:19]1[S:23][CH:22]=[N:21][C:20]=1[C:24]1[C:29]([Br:30])=[CH:28][CH:27]=[CH:26][N:25]=1)[C:6]1[N:11]=[CH:10][N:9]2[N:12]=[C:13]([CH3:15])[N:14]=[C:8]2[C:7]=1[CH2:16][CH2:17][CH3:18])C.C([O-])(O)=O.[Na+]. Product: [Br:30][C:29]1[C:24]([C:20]2[N:21]=[CH:22][S:23][C:19]=2[CH2:5][C:6]2[N:11]=[CH:10][N:9]3[N:12]=[C:13]([CH3:15])[N:14]=[C:8]3[C:7]=2[CH2:16][CH2:17][CH3:18])=[N:25][CH:26]=[CH:27][CH:28]=1. The catalyst class is: 33.